This data is from Forward reaction prediction with 1.9M reactions from USPTO patents (1976-2016). The task is: Predict the product of the given reaction. (1) Given the reactants Br[C:2]1[NH:11][C:5]2[CH:6]=[N:7][NH:8][C:9](=[O:10])[C:4]=2[CH:3]=1.[C:12]([NH:16][C:17]1[C:26]([CH3:27])=[N:25][C:24]2[C:19](=[C:20](B3OC(C)(C)C(C)(C)O3)[CH:21]=[CH:22][CH:23]=2)[N:18]=1)([CH3:15])([CH3:14])[CH3:13].[O-]P([O-])([O-])=O.[K+].[K+].[K+].CC(C1C=C(C(C)C)C(C2C=CC=CC=2P(C2CCCCC2)C2CCCCC2)=C(C(C)C)C=1)C, predict the reaction product. The product is: [C:12]([NH:16][C:17]1[C:26]([CH3:27])=[N:25][C:24]2[C:19]([N:18]=1)=[C:20]([C:2]1[NH:11][C:5]3[CH:6]=[N:7][NH:8][C:9](=[O:10])[C:4]=3[CH:3]=1)[CH:21]=[CH:22][CH:23]=2)([CH3:15])([CH3:14])[CH3:13]. (2) Given the reactants [Cl:1][C:2]1[CH:3]=[CH:4][C:5]2[N+:10]([O-:11])=[N:9][C:8](=[O:12])[NH:7][C:6]=2[CH:13]=1.[H-].[Na+].FC1C=C2C(C=CC(=O)N2CCN2CCC(NCC3C=CC4OCC(=O)NC=4N=3)CC2)=CC=1.COC1C=C2C(C=CC(=O)N2[CH2:61][CH2:62][N:63]2[CH2:68][CH2:67][CH:66]([NH:69][C:70](=[O:76])[O:71][C:72]([CH3:75])([CH3:74])[CH3:73])[CH2:65][CH2:64]2)=CC=1, predict the reaction product. The product is: [Cl:1][C:2]1[CH:3]=[CH:4][C:5]2[N+:10]([O-:11])=[N:9][C:8](=[O:12])[N:7]([CH2:61][CH2:62][N:63]3[CH2:68][CH2:67][CH:66]([NH:69][C:70](=[O:76])[O:71][C:72]([CH3:75])([CH3:74])[CH3:73])[CH2:65][CH2:64]3)[C:6]=2[CH:13]=1. (3) The product is: [F:36][C:37]([F:42])([F:41])[C:38]([OH:40])=[O:39].[C:32]([C:31]1[CH:34]=[CH:35][C:28]([N:18]([CH2:19][CH2:20][CH2:21][CH2:22][CH2:23][CH2:24][CH3:25])[CH2:17][CH2:16][C:14]2[N:15]=[C:11]([S:10][C:7]([CH3:8])([CH3:9])[C:6]([OH:5])=[O:26])[S:12][CH:13]=2)=[N:29][CH:30]=1)#[N:33]. Given the reactants C([O:5][C:6](=[O:26])[C:7]([S:10][C:11]1[S:12][CH:13]=[C:14]([CH2:16][CH2:17][NH:18][CH2:19][CH2:20][CH2:21][CH2:22][CH2:23][CH2:24][CH3:25])[N:15]=1)([CH3:9])[CH3:8])(C)(C)C.Cl[C:28]1[CH:35]=[CH:34][C:31]([C:32]#[N:33])=[CH:30][N:29]=1.[F:36][C:37]([F:42])([F:41])[C:38]([OH:40])=[O:39], predict the reaction product. (4) Given the reactants C(=O)([O-])[O-].[Cs+].[Cs+].[Cl:7][C:8]1[CH:13]=[CH:12][C:11]([F:14])=[CH:10][C:9]=1[N:15]1[C:20](=[O:21])[CH2:19][N:18]([CH2:22][C@H:23]([NH:33]S(C2C=CC=CC=2[N+]([O-])=O)(=O)=O)[C@@H:24]2[CH2:28][C@@H:27]([CH:29]([CH3:31])[CH3:30])[C:26](=[O:32])[O:25]2)[C:17]([CH3:47])([CH3:46])[CH2:16]1.C1(S)C=CC=CC=1.C(N(CC)CC)C.[C:62](OC(OC(C)(C)C)=O)([O:64][C:65]([CH3:68])([CH3:67])[CH3:66])=[O:63].N[C@H]([C@@H]1C[C@@H](C(C)C)C(=O)O1)CN1C(C)(C)CN(C2C=C(F)C=CC=2Cl)C(=O)C1, predict the reaction product. The product is: [C:65]([O:64][C:62](=[O:63])[NH:33][C@H:23]([C@@H:24]1[CH2:28][C@@H:27]([CH:29]([CH3:30])[CH3:31])[C:26](=[O:32])[O:25]1)[CH2:22][N:18]1[CH2:19][C:20](=[O:21])[N:15]([C:9]2[CH:10]=[C:11]([F:14])[CH:12]=[CH:13][C:8]=2[Cl:7])[CH2:16][C:17]1([CH3:47])[CH3:46])([CH3:68])([CH3:67])[CH3:66]. (5) Given the reactants [CH3:1][C:2]1[C:7]([CH:8]=O)=[CH:6][CH:5]=[C:4]([C:10]([F:13])([F:12])[F:11])[N:3]=1.C[O:15][C:16](=[O:37])[CH:17]=P(C1C=CC=CC=1)(C1C=CC=CC=1)C1C=CC=CC=1.[Li+].[OH-], predict the reaction product. The product is: [CH3:1][C:2]1[C:7]([CH:8]=[CH:17][C:16]([OH:37])=[O:15])=[CH:6][CH:5]=[C:4]([C:10]([F:13])([F:12])[F:11])[N:3]=1. (6) Given the reactants [CH3:1][C:2]1[CH:7]=[CH:6][N:5]=[C:4]([NH:8][CH2:9][CH2:10][CH2:11][O:12][C:13]2[CH:14]=[CH:15][C:16]3[CH2:22][CH:21]([CH2:23][C:24]([O:26]CC)=[O:25])[C:20]4[CH:29]=[CH:30][CH:31]=[CH:32][C:19]=4[O:18][C:17]=3[CH:33]=2)[CH:3]=1.[OH-].[Na+].Cl, predict the reaction product. The product is: [CH3:1][C:2]1[CH:7]=[CH:6][N:5]=[C:4]([NH:8][CH2:9][CH2:10][CH2:11][O:12][C:13]2[CH:14]=[CH:15][C:16]3[CH2:22][CH:21]([CH2:23][C:24]([OH:26])=[O:25])[C:20]4[CH:29]=[CH:30][CH:31]=[CH:32][C:19]=4[O:18][C:17]=3[CH:33]=2)[CH:3]=1. (7) The product is: [F:21][C:14]1[CH:13]=[C:12]2[C:17]([C:18](=[O:20])[CH:19]=[C:10]([C:8]([NH:7][CH:4]3[CH2:3][CH2:2][N:1]([CH:22]([C:25]4[CH:34]=[CH:33][C:28]5[NH:29][C:30](=[O:32])[O:31][C:27]=5[CH:26]=4)[CH3:23])[CH2:6][CH2:5]3)=[O:9])[O:11]2)=[CH:16][CH:15]=1. Given the reactants [NH:1]1[CH2:6][CH2:5][CH:4]([NH:7][C:8]([C:10]2[O:11][C:12]3[C:17]([C:18](=[O:20])[CH:19]=2)=[CH:16][CH:15]=[C:14]([F:21])[CH:13]=3)=[O:9])[CH2:3][CH2:2]1.[C:22]([C:25]1[CH:34]=[CH:33][C:28]2[NH:29][C:30](=[O:32])[O:31][C:27]=2[CH:26]=1)(=O)[CH3:23].CCO.[BH-](OC(C)=O)(OC(C)=O)OC(C)=O.[Na+], predict the reaction product. (8) The product is: [C:3]([NH:7][C:8](=[O:22])[C:9]1[CH:14]=[CH:13][CH:12]=[C:11]([CH2:15][N:16]2[CH2:17][CH2:18][N:19]([C:39](=[O:40])[C:38]3[CH:37]=[CH:36][C:35]([N+:32]([O-:34])=[O:33])=[CH:43][CH:42]=3)[CH2:20][CH2:21]2)[CH:10]=1)([CH3:6])([CH3:4])[CH3:5]. Given the reactants Cl.Cl.[C:3]([NH:7][C:8](=[O:22])[C:9]1[CH:14]=[CH:13][CH:12]=[C:11]([CH2:15][N:16]2[CH2:21][CH2:20][NH:19][CH2:18][CH2:17]2)[CH:10]=1)([CH3:6])([CH3:5])[CH3:4].C(N(C(C)C)C(C)C)C.[N+:32]([C:35]1[CH:43]=[CH:42][C:38]([C:39](Cl)=[O:40])=[CH:37][CH:36]=1)([O-:34])=[O:33], predict the reaction product. (9) Given the reactants Br[C:2]1[CH:3]=[C:4]([CH:7]=[CH:8][CH:9]=1)[CH:5]=[O:6].[CH3:10][C:11]1[CH:16]=[CH:15][CH:14]=[C:13]([CH3:17])[C:12]=1B(O)O.O, predict the reaction product. The product is: [CH3:10][C:11]1[CH:16]=[CH:15][CH:14]=[C:13]([CH3:17])[C:12]=1[C:2]1[CH:9]=[CH:8][CH:7]=[C:4]([CH:5]=[O:6])[CH:3]=1.